Predict the product of the given reaction. From a dataset of Forward reaction prediction with 1.9M reactions from USPTO patents (1976-2016). Given the reactants [N:1]1[C:10]2[CH2:9][CH2:8][CH2:7][CH2:6][C:5]=2[CH:4]=[CH:3][CH:2]=1.[CH:11](=O)[C:12]1[CH:17]=[CH:16][CH:15]=[CH:14][CH:13]=1.C(OC(=O)C)(=O)C, predict the reaction product. The product is: [CH:11](=[C:9]1[C:10]2[N:1]=[CH:2][CH:3]=[CH:4][C:5]=2[CH2:6][CH2:7][CH2:8]1)[C:12]1[CH:17]=[CH:16][CH:15]=[CH:14][CH:13]=1.